Dataset: Full USPTO retrosynthesis dataset with 1.9M reactions from patents (1976-2016). Task: Predict the reactants needed to synthesize the given product. (1) Given the product [CH:26]1([C:31]([O:10][C:9]2[C:8]([F:11])=[C:7]([C:12]3[CH:13]=[CH:14][CH:15]=[CH:16][CH:17]=3)[C:6]([CH3:18])=[C:3]([C:4]#[N:5])[C:2]=2[NH2:1])=[O:32])[CH2:30][CH2:29][CH2:28][CH2:27]1, predict the reactants needed to synthesize it. The reactants are: [NH2:1][C:2]1[C:9]([OH:10])=[C:8]([F:11])[C:7]([C:12]2[CH:17]=[CH:16][CH:15]=[CH:14][CH:13]=2)=[C:6]([CH3:18])[C:3]=1[C:4]#[N:5].C(N(CC)CC)C.[CH:26]1([C:31](Cl)=[O:32])[CH2:30][CH2:29][CH2:28][CH2:27]1.C(O)(=O)CC(CC(O)=O)(C(O)=O)O. (2) Given the product [CH3:1][CH:2]([CH2:7][CH2:8][CH2:9][CH:10]([CH3:12])[CH3:11])[CH2:3][C:4]([OH:6])=[O:5].[C:4]([OH:6])(=[O:5])/[CH:3]=[C:2](/[CH2:7][CH2:8][CH:9]=[C:10]([CH3:11])[CH3:12])\[CH3:1], predict the reactants needed to synthesize it. The reactants are: [CH3:1][CH:2]([CH2:7][CH2:8][CH2:9][CH:10]([CH3:12])[CH3:11])[CH2:3][C:4]([OH:6])=[O:5]. (3) Given the product [Cl:1][C:2]1[C:6]([N:7]([CH2:14][C:15]#[CH:16])[C:8](=[O:13])[CH:9]([S:11]([CH3:12])=[O:23])[CH3:10])=[CH:5][N:4]([C:17]2[CH:18]=[N:19][CH:20]=[CH:21][CH:22]=2)[N:3]=1, predict the reactants needed to synthesize it. The reactants are: [Cl:1][C:2]1[C:6]([N:7]([CH2:14][C:15]#[CH:16])[C:8](=[O:13])[CH:9]([S:11][CH3:12])[CH3:10])=[CH:5][N:4]([C:17]2[CH:18]=[N:19][CH:20]=[CH:21][CH:22]=2)[N:3]=1.[OH:23]O. (4) Given the product [OH:25][C:20]1([C:7]2[CH:14]=[CH:13][C:10]([C:11]#[N:12])=[CH:9][CH:8]=2)[CH2:21][CH2:22][CH2:23][C:24]2[N:15]=[CH:16][N:17]=[CH:18][C:19]1=2, predict the reactants needed to synthesize it. The reactants are: C([Mg]Cl)(C)C.I[C:7]1[CH:14]=[CH:13][C:10]([C:11]#[N:12])=[CH:9][CH:8]=1.[N:15]1[C:24]2[CH2:23][CH2:22][CH2:21][C:20](=[O:25])[C:19]=2[CH:18]=[N:17][CH:16]=1. (5) Given the product [CH2:12]([C:6]1[C:7]([CH3:11])=[CH:8][C:9]([CH3:10])=[C:2]([CH3:1])[C:3]=1[CH:4]=[O:5])[CH3:13], predict the reactants needed to synthesize it. The reactants are: [CH3:1][C:2]1[C:9]([CH3:10])=[CH:8][C:7]([CH3:11])=[C:6]([CH:12]=[CH2:13])[C:3]=1[CH:4]=[O:5].[H][H]. (6) Given the product [Br:32][C:28]1[CH:27]=[C:26]([N:20]2[CH:21]=[CH:22][C:18]([CH2:1][CH2:2][C:3]3[CH:7]=[CH:6][N:5]([C:11]4[CH:16]=[CH:15][CH:14]=[C:13]([Br:17])[CH:12]=4)[N:4]=3)=[N:19]2)[CH:31]=[CH:30][CH:29]=1, predict the reactants needed to synthesize it. The reactants are: [CH2:1]([C:18]1[CH:22]=[C:21](C(O)=O)[N:20]([C:26]2[CH:31]=[CH:30][CH:29]=[C:28]([Br:32])[CH:27]=2)[N:19]=1)[CH2:2][C:3]1[CH:7]=[C:6](C(O)=O)[N:5]([C:11]2[CH:16]=[CH:15][CH:14]=[C:13]([Br:17])[CH:12]=2)[N:4]=1.C(=O)=O. (7) Given the product [CH2:1]([O:8][CH2:9][CH2:10][CH2:11][CH:12]([CH2:13][OH:14])[CH2:18][OH:19])[C:2]1[CH:7]=[CH:6][CH:5]=[CH:4][CH:3]=1, predict the reactants needed to synthesize it. The reactants are: [CH2:1]([O:8][CH2:9][CH2:10][CH2:11][CH:12]([C:18](OCC)=[O:19])[C:13](OCC)=[O:14])[C:2]1[CH:7]=[CH:6][CH:5]=[CH:4][CH:3]=1.[H-].[Al+3].[Li+].[H-].[H-].[H-].